This data is from Catalyst prediction with 721,799 reactions and 888 catalyst types from USPTO. The task is: Predict which catalyst facilitates the given reaction. (1) Reactant: [Br:1][C:2]1[CH:7]=[CH:6][CH:5]=[CH:4][C:3]=1[CH2:8][C:9]([OH:11])=[O:10].C(=O)([O-])[O-].[K+].[K+].[CH2:18](I)[CH3:19].O. Product: [Br:1][C:2]1[CH:7]=[CH:6][CH:5]=[CH:4][C:3]=1[CH2:8][C:9]([O:11][CH2:18][CH3:19])=[O:10]. The catalyst class is: 3. (2) Reactant: [CH2:1]([C:8]1([C:21](=[O:35])[NH:22][C:23]2[CH:28]=[CH:27][CH:26]=[C:25]([O:29][C:30](=[O:34])[N:31]([CH3:33])[CH3:32])[CH:24]=2)[CH2:13][CH2:12][N:11](C(OC(C)(C)C)=O)[CH2:10][CH2:9]1)[C:2]1[CH:7]=[CH:6][CH:5]=[CH:4][CH:3]=1.Cl.O1CCOCC1. Product: [CH3:33][N:31]([CH3:32])[C:30](=[O:34])[O:29][C:25]1[CH:26]=[CH:27][CH:28]=[C:23]([NH:22][C:21]([C:8]2([CH2:1][C:2]3[CH:7]=[CH:6][CH:5]=[CH:4][CH:3]=3)[CH2:9][CH2:10][NH:11][CH2:12][CH2:13]2)=[O:35])[CH:24]=1. The catalyst class is: 5. (3) Reactant: [C:1]1([O:7][P:8]([O:17][C@@H:18]2[C@@H:23]([CH2:24][O:25][C:26]([O:28][C:29]([CH3:35])([CH3:34])[C:30]([Cl:33])([Cl:32])[Cl:31])=[O:27])[O:22][C@@H:21](Br)[C@H:20]([NH:37][C:38]([O:40][CH2:41][C:42]([Cl:45])([Cl:44])[Cl:43])=[O:39])[C@H:19]2[O:46][C:47](=[O:77])[CH2:48][C@H:49]([O:61][C:62](=[O:76])[CH2:63][CH2:64][CH2:65][CH2:66][CH2:67][CH2:68][CH2:69][CH2:70][CH2:71][CH2:72][CH2:73][CH2:74][CH3:75])[CH2:50][CH2:51][CH2:52][CH2:53][CH2:54][CH2:55][CH2:56][CH2:57][CH2:58][CH2:59][CH3:60])([O:10][C:11]2[CH:16]=[CH:15][CH:14]=[CH:13][CH:12]=2)=[O:9])[CH:6]=[CH:5][CH:4]=[CH:3][CH:2]=1.[C:78]([O:93][C@H:94]([CH2:105][CH2:106][CH2:107][CH2:108][CH2:109][CH2:110][CH2:111][CH2:112][CH2:113][CH2:114][CH3:115])[CH2:95][C:96]([N:98]1[CH2:102][CH2:101][CH2:100][C@H:99]1[CH2:103][OH:104])=[O:97])(=[O:92])[CH2:79][CH2:80][CH2:81][CH2:82][CH2:83][CH2:84][CH2:85][CH2:86][CH2:87][CH2:88][CH2:89][CH2:90][CH3:91].[Hg](C#N)C#N. Product: [C:11]1([O:10][P:8]([O:17][C@@H:18]2[C@@H:23]([CH2:24][O:25][C:26]([O:28][C:29]([CH3:34])([CH3:35])[C:30]([Cl:32])([Cl:33])[Cl:31])=[O:27])[O:22][C@@H:21]([O:104][CH2:103][C@@H:99]3[CH2:100][CH2:101][CH2:102][N:98]3[C:96](=[O:97])[CH2:95][C@H:94]([O:93][C:78](=[O:92])[CH2:79][CH2:80][CH2:81][CH2:82][CH2:83][CH2:84][CH2:85][CH2:86][CH2:87][CH2:88][CH2:89][CH2:90][CH3:91])[CH2:105][CH2:106][CH2:107][CH2:108][CH2:109][CH2:110][CH2:111][CH2:112][CH2:113][CH2:114][CH3:115])[C@H:20]([NH:37][C:38]([O:40][CH2:41][C:42]([Cl:44])([Cl:45])[Cl:43])=[O:39])[C@H:19]2[O:46][C:47](=[O:77])[CH2:48][C@H:49]([O:61][C:62](=[O:76])[CH2:63][CH2:64][CH2:65][CH2:66][CH2:67][CH2:68][CH2:69][CH2:70][CH2:71][CH2:72][CH2:73][CH2:74][CH3:75])[CH2:50][CH2:51][CH2:52][CH2:53][CH2:54][CH2:55][CH2:56][CH2:57][CH2:58][CH2:59][CH3:60])([O:7][C:1]2[CH:2]=[CH:3][CH:4]=[CH:5][CH:6]=2)=[O:9])[CH:12]=[CH:13][CH:14]=[CH:15][CH:16]=1. The catalyst class is: 279. (4) Reactant: [OH:1][C:2]1[CH:11]=[C:10]2[C:5]([CH:6]=[CH:7][N:8]=[CH:9]2)=[CH:4][CH:3]=1.Br[C:13]([CH3:20])([CH3:19])[C:14]([O:16][CH2:17][CH3:18])=[O:15].C(=O)([O-])[O-].[K+].[K+]. Product: [CH2:17]([O:16][C:14](=[O:15])[C:13]([O:1][C:2]1[CH:11]=[C:10]2[C:5]([CH:6]=[CH:7][N:8]=[CH:9]2)=[CH:4][CH:3]=1)([CH3:20])[CH3:19])[CH3:18]. The catalyst class is: 3. (5) Reactant: C(O)(=O)C1C(=CC=CC=1)S.ClC1C=CC(S[C:19]2[C:27]3[C:22](=[CH:23][CH:24]=[CH:25][C:26]=3[NH:28][S:29]([CH3:32])(=[O:31])=[O:30])[N:21]([CH2:33][C:34]([OH:36])=[O:35])[C:20]=2[CH3:37])=CC=1. Product: [CH3:37][C:20]1[N:21]([CH2:33][C:34]([OH:36])=[O:35])[C:22]2[C:27]([CH:19]=1)=[C:26]([NH:28][S:29]([CH3:32])(=[O:31])=[O:30])[CH:25]=[CH:24][CH:23]=2. The catalyst class is: 67. (6) Reactant: Br[C:2]1[C:6]2=[N:7][CH:8]=[CH:9][CH:10]=[C:5]2[NH:4][C:3]=1[C:11]1[CH:16]=[CH:15][N:14]=[CH:13][CH:12]=1.C(=O)([O-])[O-].[Na+].[Na+].[C:23]1([CH3:32])[CH:28]=[CH:27][CH:26]=[C:25](B(O)O)[CH:24]=1.[Cl-].[NH4+]. Product: [N:14]1[CH:15]=[CH:16][C:11]([C:3]2[NH:4][C:5]3[C:6](=[N:7][CH:8]=[CH:9][CH:10]=3)[C:2]=2[C:25]2[CH:24]=[C:23]([CH3:32])[CH:28]=[CH:27][CH:26]=2)=[CH:12][CH:13]=1. The catalyst class is: 234. (7) Reactant: [NH:1]1[CH2:5][CH2:4][CH2:3][C:2]1=[O:6].[H-].[Na+].Br[CH2:10][C:11]1[CH:16]=[CH:15][CH:14]=[C:13]([I:17])[CH:12]=1. Product: [I:17][C:13]1[CH:12]=[C:11]([CH:16]=[CH:15][CH:14]=1)[CH2:10][N:1]1[CH2:5][CH2:4][CH2:3][C:2]1=[O:6]. The catalyst class is: 18. (8) Reactant: Cl[C:2]1[C:7]([O:8][CH3:9])=[CH:6][N:5]=[CH:4][N:3]=1.CCO.C(Cl)Cl.CO.C(Cl)Cl.[NH3:21]. Product: [NH2:21][C:2]1[C:7]([O:8][CH3:9])=[CH:6][N:5]=[CH:4][N:3]=1. The catalyst class is: 795. (9) The catalyst class is: 6. Reactant: CO.[OH-].[K+].Cl.C[O:7][C:8]([CH:10]1[CH2:15][CH2:14][CH:13]([CH2:16][O:17][C:18]2[CH:23]=[CH:22][C:21]([CH:24]=[C:25]3[S:29][C:28](=[O:30])[NH:27][C:26]3=[O:31])=[CH:20][CH:19]=2)[CH2:12][CH2:11]1)=[O:9]. Product: [O:30]=[C:28]1[NH:27][C:26](=[O:31])/[C:25](=[CH:24]/[C:21]2[CH:22]=[CH:23][C:18]([O:17][CH2:16][CH:13]3[CH2:12][CH2:11][CH:10]([C:8]([OH:9])=[O:7])[CH2:15][CH2:14]3)=[CH:19][CH:20]=2)/[S:29]1.